From a dataset of Full USPTO retrosynthesis dataset with 1.9M reactions from patents (1976-2016). Predict the reactants needed to synthesize the given product. Given the product [CH2:12]([C@H:11]([NH:19][C:20](=[O:30])[O:21][C@@H:22]1[C@H:29]2[C@H:25]([O:26][CH2:27][CH2:28]2)[O:24][CH2:23]1)[C@H:10]([OH:31])[CH2:9][N:8]([CH2:7][C:6]([CH3:44])([CH3:43])[CH2:5][CH2:4][CH2:3][CH2:2][NH:1][C:55]([O:57][CH3:58])=[O:56])[S:32]([C:35]1[CH:40]=[CH:39][CH:38]=[C:37]([NH:41][CH3:42])[CH:36]=1)(=[O:34])=[O:33])[C:13]1[CH:14]=[CH:15][CH:16]=[CH:17][CH:18]=1, predict the reactants needed to synthesize it. The reactants are: [NH2:1][CH2:2][CH2:3][CH2:4][CH2:5][C:6]([CH3:44])([CH3:43])[CH2:7][N:8]([S:32]([C:35]1[CH:40]=[CH:39][CH:38]=[C:37]([NH:41][CH3:42])[CH:36]=1)(=[O:34])=[O:33])[CH2:9][C@@H:10]([OH:31])[C@@H:11]([NH:19][C:20](=[O:30])[O:21][C@@H:22]1[C@H:29]2[C@H:25]([O:26][CH2:27][CH2:28]2)[O:24][CH2:23]1)[CH2:12][C:13]1[CH:18]=[CH:17][CH:16]=[CH:15][CH:14]=1.C(N(CC)C(C)C)(C)C.Cl[C:55]([O:57][CH3:58])=[O:56].